Dataset: Full USPTO retrosynthesis dataset with 1.9M reactions from patents (1976-2016). Task: Predict the reactants needed to synthesize the given product. (1) Given the product [N+:1]([C:4]1[CH:17]=[CH:16][C:7]([O:8][C:9]2[CH:14]=[CH:13][N:12]=[C:11]([NH:15][C:21]([N:20]3[CH2:18][CH2:24][CH2:23]3)=[O:25])[CH:10]=2)=[CH:6][CH:5]=1)([O-:3])=[O:2], predict the reactants needed to synthesize it. The reactants are: [N+:1]([C:4]1[CH:17]=[CH:16][C:7]([O:8][C:9]2[CH:14]=[CH:13][N:12]=[C:11]([NH2:15])[CH:10]=2)=[CH:6][CH:5]=1)([O-:3])=[O:2].[CH2:18]([N:20]([CH2:23][CH3:24])[CH2:21]C)C.[O:25]1CCCC1. (2) Given the product [CH3:15][C:2]([CH3:1])([CH3:14])[C:3]#[C:4][C:17]1[CH:38]=[CH:37][C:20]([C:21]([NH:23][S:24]([C:27]2[CH:32]=[CH:31][CH:30]=[CH:29][C:28]=2[S:33](=[O:35])(=[O:36])[NH2:34])(=[O:25])=[O:26])=[O:22])=[C:19]([CH3:39])[C:18]=1[O:40][CH3:41], predict the reactants needed to synthesize it. The reactants are: [CH3:1][C:2]([CH3:15])([CH3:14])[C:3]#[C:4]B(OC(C)C)OC(C)C.Br[C:17]1[CH:38]=[CH:37][C:20]([C:21]([NH:23][S:24]([C:27]2[CH:32]=[CH:31][CH:30]=[CH:29][C:28]=2[S:33](=[O:36])(=[O:35])[NH2:34])(=[O:26])=[O:25])=[O:22])=[C:19]([CH3:39])[C:18]=1[O:40][CH3:41]. (3) Given the product [N:51]1[CH:52]=[CH:53][CH:54]=[N:55][C:50]=1[N:7]1[CH2:8][CH2:9][N:10]([CH:11]2[CH2:14][N:13]([C:15]([C:17]3[S:21][C:20]4[CH:22]=[C:23]([C:26]([F:27])([F:29])[F:28])[CH:24]=[CH:25][C:19]=4[CH:18]=3)=[O:16])[CH2:12]2)[C:40](=[O:41])[CH2:6]1, predict the reactants needed to synthesize it. The reactants are: C(O[C:6](=O)[NH:7][CH2:8][CH2:9][NH:10][CH:11]1[CH2:14][N:13]([C:15]([C:17]2[S:21][C:20]3[CH:22]=[C:23]([C:26]([F:29])([F:28])[F:27])[CH:24]=[CH:25][C:19]=3[CH:18]=2)=[O:16])[CH2:12]1)(C)(C)C.CCN(CC)CC.ClC[C:40](Cl)=[O:41].C([O-])([O-])=O.[K+].[K+].Br[C:50]1[N:55]=[CH:54][CH:53]=[CH:52][N:51]=1.